This data is from Full USPTO retrosynthesis dataset with 1.9M reactions from patents (1976-2016). The task is: Predict the reactants needed to synthesize the given product. (1) Given the product [OH:1][CH2:2][C@H:3]([NH:14][C:15](=[O:16])[C:17]1[CH:18]=[C:19]([C:27]#[C:28][C:55]2[CH:56]=[CH:57][CH:58]=[C:75]([C:74](=[O:73])[NH:38][C:39]3[CH:40]=[N:41][CH:42]=[CH:43][CH:44]=3)[CH:54]=2)[CH:20]=[CH:21][C:22]=1[O:23][CH:24]([CH3:26])[CH3:25])[CH2:4][C:5]1[C:13]2[C:8](=[CH:9][CH:10]=[CH:11][CH:12]=2)[NH:7][CH:6]=1, predict the reactants needed to synthesize it. The reactants are: [OH:1][CH2:2][C@H:3]([NH:14][C:15]([C:17]1[CH:18]=[C:19]([C:27]#[C:28]C2C=CC(C(O)=O)=CC=2)[CH:20]=[CH:21][C:22]=1[O:23][CH:24]([CH3:26])[CH3:25])=[O:16])[CH2:4][C:5]1[C:13]2[C:8](=[CH:9][CH:10]=[CH:11][CH:12]=2)[NH:7][CH:6]=1.[NH2:38][C:39]1[CH:40]=[N:41][CH:42]=[CH:43][CH:44]=1.CN(C(ON1N=N[C:55]2[CH:56]=[CH:57][CH:58]=N[C:54]1=2)=[N+](C)C)C.F[P-](F)(F)(F)(F)F.CN1[CH2:75][CH2:74][O:73]CC1. (2) Given the product [Cl:1][C:2]1[CH:7]=[C:6]([F:8])[CH:5]=[CH:4][C:3]=1/[C:9](/[CH:35]1[CH2:38][CH2:37][CH2:36]1)=[C:10](\[C:22]1[CH:23]=[CH:24][C:25](/[CH:28]=[CH:29]/[C:30]([O:32][CH2:33][CH3:34])=[O:31])=[CH:26][CH:27]=1)/[C:11]1[C:15]2[CH:16]=[CH:17][CH:18]=[C:19]([OH:20])[C:14]=2[O:13][CH:12]=1, predict the reactants needed to synthesize it. The reactants are: [Cl:1][C:2]1[CH:7]=[C:6]([F:8])[CH:5]=[CH:4][C:3]=1/[C:9](/[CH:35]1[CH2:38][CH2:37][CH2:36]1)=[C:10](\[C:22]1[CH:27]=[CH:26][C:25](/[CH:28]=[CH:29]/[C:30]([O:32][CH2:33][CH3:34])=[O:31])=[CH:24][CH:23]=1)/[C:11]1[C:15]2[CH:16]=[CH:17][CH:18]=[C:19]([O:20]C)[C:14]=2[O:13][CH:12]=1.B(Br)(Br)Br. (3) Given the product [CH3:22][N:23]([CH3:24])[C:2]1[C:11]2[C:6](=[CH:7][CH:8]=[C:9]3[S:14][C:13]([CH3:15])=[N:12][C:10]3=2)[N:5]=[C:4]([C:16]2[CH:17]=[N:18][CH:19]=[CH:20][CH:21]=2)[CH:3]=1, predict the reactants needed to synthesize it. The reactants are: Cl[C:2]1[C:11]2[C:6](=[CH:7][CH:8]=[C:9]3[S:14][C:13]([CH3:15])=[N:12][C:10]3=2)[N:5]=[C:4]([C:16]2[CH:17]=[N:18][CH:19]=[CH:20][CH:21]=2)[CH:3]=1.[CH3:22][NH:23][CH3:24]. (4) Given the product [O:1]1[C:5]2[CH:6]=[CH:7][C:8]([C:10]([CH2:29][CH3:30])=[C:11]([C:22]3[CH:27]=[CH:26][C:25]([OH:28])=[CH:24][CH:23]=3)[C:12]3[CH:17]=[CH:16][C:15]([O:18][CH2:19][CH2:20][NH:32][CH3:31])=[CH:14][CH:13]=3)=[CH:9][C:4]=2[CH:3]=[CH:2]1, predict the reactants needed to synthesize it. The reactants are: [O:1]1[C:5]2[CH:6]=[CH:7][C:8]([C:10]([CH2:29][CH3:30])=[C:11]([C:22]3[CH:27]=[CH:26][C:25]([OH:28])=[CH:24][CH:23]=3)[C:12]3[CH:17]=[CH:16][C:15]([O:18][CH2:19][CH2:20]Cl)=[CH:14][CH:13]=3)=[CH:9][C:4]=2[CH:3]=[CH:2]1.[CH3:31][NH2:32]. (5) Given the product [O:59]=[C:55]([N:23]([CH2:72][C:71]1[CH:74]=[CH:75][CH:76]=[C:69]([O:62][C:63]2[CH:68]=[CH:67][CH:66]=[CH:65][CH:64]=2)[CH:70]=1)[CH2:24][C:25]1[CH:26]=[CH:27][C:28]([C:31]2[CH:36]=[CH:35][C:34]([C:37]([NH:39][CH2:40][CH2:41][C:42]3[CH:43]=[CH:44][C:45]([O:48][C:49]4[CH:54]=[CH:53][CH:52]=[CH:51][CH:50]=4)=[CH:46][CH:47]=3)=[O:38])=[CH:33][CH:32]=2)=[CH:29][CH:30]=1)[C:56]([OH:58])=[O:57], predict the reactants needed to synthesize it. The reactants are: O(C1C=CC(CCN)=CC=1)C1C=CC=CC=1.IC1C=CC(C[N:23]([C:55](=[O:59])[C:56]([OH:58])=[O:57])[CH2:24][C:25]2[CH:30]=[CH:29][C:28]([C:31]3[CH:36]=[CH:35][C:34]([C:37]([NH:39][CH2:40][CH2:41][C:42]4[CH:47]=[CH:46][C:45]([O:48][C:49]5[CH:54]=[CH:53][CH:52]=[CH:51][CH:50]=5)=[CH:44][CH:43]=4)=[O:38])=[CH:33][CH:32]=3)=[CH:27][CH:26]=2)=CC=1.[O:62]([C:69]1[CH:70]=[C:71]([CH:74]=[CH:75][CH:76]=1)[CH:72]=O)[C:63]1[CH:68]=[CH:67][CH:66]=[CH:65][CH:64]=1. (6) Given the product [CH2:22]([O:1][C:2]1[C:10]2[CH:9]=[C:8]([C:11]3[O:12][C:13]([CH2:16][CH3:17])=[N:14][N:15]=3)[O:7][C:6]=2[CH:5]=[CH:4][CH:3]=1)[C@H:23]1[O:25][CH2:24]1, predict the reactants needed to synthesize it. The reactants are: [OH:1][C:2]1[C:10]2[CH:9]=[C:8]([C:11]3[O:12][C:13]([CH2:16][CH3:17])=[N:14][N:15]=3)[O:7][C:6]=2[CH:5]=[CH:4][CH:3]=1.S(C1C=CC([N+]([O-])=O)=CC=1)(O[CH2:22][C@H:23]1[O:25][CH2:24]1)(=O)=O.C(=O)([O-])[O-].[K+].[K+]. (7) Given the product [C:39]([O:23][CH2:22][CH2:21][CH2:20][C:15]1[CH:16]=[CH:17][CH:18]=[CH:19][C:14]=1[C:11]1[CH:12]=[CH:13][C:8]([C@H:7]2[C@H:6]([C:28]3[CH:29]=[C:30]([F:35])[CH:31]=[C:32]([F:34])[CH:33]=3)[CH2:5][C:4](=[O:36])[NH:27][C:26]2=[O:37])=[C:9]([CH3:25])[CH:10]=1)(=[O:40])[CH3:38], predict the reactants needed to synthesize it. The reactants are: C(O[C:4](=[O:36])[CH2:5][CH:6]([C:28]1[CH:33]=[C:32]([F:34])[CH:31]=[C:30]([F:35])[CH:29]=1)[CH:7]([C:26]#[N:27])[C:8]1[CH:13]=[CH:12][C:11]([C:14]2[CH:19]=[CH:18][CH:17]=[CH:16][C:15]=2[CH2:20][CH2:21][CH2:22][O:23]C)=[CH:10][C:9]=1[CH3:25])C.[OH2:37].[CH3:38][C:39](O)=[O:40].